From a dataset of Catalyst prediction with 721,799 reactions and 888 catalyst types from USPTO. Predict which catalyst facilitates the given reaction. (1) Reactant: [CH:1]1[C:13]2[CH:12]([CH2:14][O:15][C:16]([NH:18][C@H:19]([C:28](=[O:35])[N:29]3[CH2:34][CH2:33][CH2:32][CH2:31][CH2:30]3)[CH2:20][C:21]([O:23]C(C)(C)C)=[O:22])=[O:17])[C:11]3[C:6](=[CH:7][CH:8]=[CH:9][CH:10]=3)[C:5]=2[CH:4]=[CH:3][CH:2]=1.FC(F)(F)C(O)=[O:39].C(N(CC)CC)C. Product: [CH:10]1[C:11]2[CH:12]([CH2:14][O:15][C:16]([NH:18][C@H:19]([C:28](=[O:35])[N:29]3[CH2:30][CH2:31][CH2:32][CH2:33][CH2:34]3)[CH2:20][C:21]([OH:23])=[O:22])=[O:17])[C:13]3[C:5](=[CH:4][CH:3]=[CH:2][CH:1]=3)[C:6]=2[CH:7]=[CH:8][CH:9]=1.[NH:18]([C:16]([O:15][CH2:14][CH:12]1[C:11]2[C:6](=[CH:7][CH:8]=[CH:9][CH:10]=2)[C:5]2[C:13]1=[CH:1][CH:2]=[CH:3][CH:4]=2)=[O:17])[C@H:19]([C:28]([OH:39])=[O:35])[CH2:20][C:21](=[O:22])[OH:23]. The catalyst class is: 451. (2) Reactant: [CH3:1][O:2][N:3]=[C:4]1[CH2:8][N:7]([C:9]([C:11]2[CH:16]=[CH:15][C:14]([C:17]3[CH:22]=[CH:21][CH:20]=[CH:19][C:18]=3[CH3:23])=[CH:13][CH:12]=2)=[O:10])[C@H:6]([C:24]([OH:26])=O)[CH2:5]1.CN1CCOCC1.C(Cl)(=O)C(C)(C)C.[NH2:41][CH2:42][C@H:43]([C:45]1[CH:50]=[CH:49][CH:48]=[CH:47][CH:46]=1)[OH:44]. Product: [OH:44][CH:43]([C:45]1[CH:50]=[CH:49][CH:48]=[CH:47][CH:46]=1)[CH2:42][NH:41][C:24]([CH:6]1[CH2:5][C:4](=[N:3][O:2][CH3:1])[CH2:8][N:7]1[C:9]([C:11]1[CH:16]=[CH:15][C:14]([C:17]2[CH:22]=[CH:21][CH:20]=[CH:19][C:18]=2[CH3:23])=[CH:13][CH:12]=1)=[O:10])=[O:26]. The catalyst class is: 4. (3) Reactant: OC(C(F)(F)F)=O.[NH2:8][C@@H:9]([CH3:38])[C:10]([NH:12][C@@H:13]([CH2:31][C:32]1[CH:37]=[CH:36][CH:35]=[CH:34][N:33]=1)[C:14]([NH:16][C@@H:17]([CH2:24][C:25]1[CH:30]=[CH:29][CH:28]=[CH:27][CH:26]=1)[C:18]([C@:20]1([CH3:23])[CH2:22][O:21]1)=[O:19])=[O:15])=[O:11].[O:39]1[CH2:44][CH2:43][N:42]([CH2:45][C:46](O)=[O:47])[CH2:41][CH2:40]1.C1C=CC2N(O)N=NC=2C=1.CN(C(ON1N=NC2C=CC=CC1=2)=[N+](C)C)C.F[P-](F)(F)(F)(F)F.CCN(C(C)C)C(C)C. Product: [CH3:23][C@:20]1([C:18](=[O:19])[C@@H:17]([NH:16][C:14](=[O:15])[C@@H:13]([NH:12][C:10](=[O:11])[C@@H:9]([NH:8][C:46](=[O:47])[CH2:45][N:42]2[CH2:43][CH2:44][O:39][CH2:40][CH2:41]2)[CH3:38])[CH2:31][C:32]2[CH:37]=[CH:36][CH:35]=[CH:34][N:33]=2)[CH2:24][C:25]2[CH:30]=[CH:29][CH:28]=[CH:27][CH:26]=2)[CH2:22][O:21]1. The catalyst class is: 3. (4) Reactant: C[O:2][C:3]([CH:5]1[N:9]([C:10](=[O:29])[CH:11]([NH:15][C:16](=[O:28])[CH:17]([N:19]([C:21]([O:23][C:24]([CH3:27])([CH3:26])[CH3:25])=[O:22])[CH3:20])[CH3:18])[CH:12]([CH3:14])[CH3:13])[CH2:8][CH2:7][S:6]1)=[O:4].[Li+].[OH-].Cl. Product: [C:24]([O:23][C:21]([N:19]([CH3:20])[CH:17]([CH3:18])[C:16]([NH:15][CH:11]([CH:12]([CH3:13])[CH3:14])[C:10]([N:9]1[CH2:8][CH2:7][S:6][CH:5]1[C:3]([OH:4])=[O:2])=[O:29])=[O:28])=[O:22])([CH3:27])([CH3:26])[CH3:25]. The catalyst class is: 193.